Dataset: Peptide-MHC class I binding affinity with 185,985 pairs from IEDB/IMGT. Task: Regression. Given a peptide amino acid sequence and an MHC pseudo amino acid sequence, predict their binding affinity value. This is MHC class I binding data. (1) The peptide sequence is NPLVITTSV. The MHC is HLA-B53:01 with pseudo-sequence HLA-B53:01. The binding affinity (normalized) is 0.116. (2) The peptide sequence is VMLFFLSGK. The MHC is HLA-A11:01 with pseudo-sequence HLA-A11:01. The binding affinity (normalized) is 0.495. (3) The MHC is HLA-A29:02 with pseudo-sequence HLA-A29:02. The peptide sequence is NIAPLMVAY. The binding affinity (normalized) is 0.534. (4) The MHC is HLA-B07:02 with pseudo-sequence HLA-B07:02. The peptide sequence is RPPLNRNYV. The binding affinity (normalized) is 0.620. (5) The peptide sequence is PTPKKMNIVT. The MHC is HLA-A02:03 with pseudo-sequence HLA-A02:03. The binding affinity (normalized) is 0.